Dataset: NCI-60 drug combinations with 297,098 pairs across 59 cell lines. Task: Regression. Given two drug SMILES strings and cell line genomic features, predict the synergy score measuring deviation from expected non-interaction effect. Drug 1: C1=NC2=C(N=C(N=C2N1C3C(C(C(O3)CO)O)F)Cl)N. Drug 2: B(C(CC(C)C)NC(=O)C(CC1=CC=CC=C1)NC(=O)C2=NC=CN=C2)(O)O. Cell line: PC-3. Synergy scores: CSS=64.3, Synergy_ZIP=-0.802, Synergy_Bliss=-1.36, Synergy_Loewe=-4.04, Synergy_HSA=0.908.